This data is from Reaction yield outcomes from USPTO patents with 853,638 reactions. The task is: Predict the reaction yield, written as a fraction of the theoretical maximum amount of product (1.0 means a 100% yield; for example, 0.34 means a 34% yield). (1) The reactants are [Cl:1][C:2]1[C:3]([CH3:21])=[CH:4][C:5]2[S:10][CH:9]([C:11]([F:14])([F:13])[F:12])[C:8]([C:15]([O:17]CC)=[O:16])=[CH:7][C:6]=2[CH:20]=1.[OH-].[Na+]. The catalyst is C1COCC1.C(O)C. The product is [Cl:1][C:2]1[C:3]([CH3:21])=[CH:4][C:5]2[S:10][CH:9]([C:11]([F:13])([F:12])[F:14])[C:8]([C:15]([OH:17])=[O:16])=[CH:7][C:6]=2[CH:20]=1. The yield is 0.110. (2) The product is [OH:23][NH:25][C:19]([C:17]1[CH:16]=[CH:15][C:5]2[CH2:6][N:7]([C:9]3[CH:14]=[CH:13][CH:12]=[CH:11][CH:10]=3)[CH2:8][C@@H:2]([CH3:1])[O:3][C:4]=2[CH:18]=1)=[O:21]. The yield is 0.490. The catalyst is C1COCC1.CO. The reactants are [CH3:1][C@@H:2]1[CH2:8][N:7]([C:9]2[CH:14]=[CH:13][CH:12]=[CH:11][CH:10]=2)[CH2:6][C:5]2[CH:15]=[CH:16][C:17]([C:19]([O:21]C)=O)=[CH:18][C:4]=2[O:3]1.[OH-:23].[Na+].[NH2:25]O. (3) The reactants are Cl[C:2]1[C:6]2[CH:7]=[CH:8][CH:9]=[CH:10][C:5]=2[O:4][N:3]=1.[C:11]([O:15][C:16]([N:18]1[CH2:23][CH2:22][NH:21][CH2:20][CH2:19]1)=[O:17])([CH3:14])([CH3:13])[CH3:12].C1CCN2C(=NCCC2)CC1. The catalyst is N1C=CC=CC=1. The product is [C:11]([O:15][C:16]([N:18]1[CH2:23][CH2:22][N:21]([C:2]2[C:6]3[CH:7]=[CH:8][CH:9]=[CH:10][C:5]=3[O:4][N:3]=2)[CH2:20][CH2:19]1)=[O:17])([CH3:14])([CH3:12])[CH3:13]. The yield is 0.420. (4) The reactants are Br[CH2:2][CH2:3][CH2:4][O:5][C:6]1[CH:15]=[C:14]2[C:9]([C:10]([O:16][C:17]3[CH:22]=[CH:21][C:20]([NH:23][C:24]([NH:26][C:27]4[CH:32]=[CH:31][C:30]([F:33])=[CH:29][C:28]=4[F:34])=[O:25])=[C:19]([Cl:35])[CH:18]=3)=[N:11][CH:12]=[N:13]2)=[CH:8][C:7]=1[O:36][CH3:37].C(=O)([O-])[O-].[K+].[K+].[CH3:44][N:45]1[CH2:50][CH2:49][NH:48][CH2:47][CH2:46]1.O. The catalyst is CN(C)C=O. The product is [Cl:35][C:19]1[CH:18]=[C:17]([O:16][C:10]2[C:9]3[C:14](=[CH:15][C:6]([O:5][CH2:4][CH2:3][CH2:2][N:48]4[CH2:49][CH2:50][N:45]([CH3:44])[CH2:46][CH2:47]4)=[C:7]([O:36][CH3:37])[CH:8]=3)[N:13]=[CH:12][N:11]=2)[CH:22]=[CH:21][C:20]=1[NH:23][C:24]([NH:26][C:27]1[CH:32]=[CH:31][C:30]([F:33])=[CH:29][C:28]=1[F:34])=[O:25]. The yield is 0.950. (5) The reactants are [OH:1][C:2]1[CH:3]=[C:4]([C:8]2[C:16]3[C:11](=[CH:12][CH:13]=[C:14]([C:17]#[N:18])[CH:15]=3)[N:10](C3CCCCO3)[N:9]=2)[CH:5]=[CH:6][CH:7]=1.C1(P(C2C=CC=CC=2)C2C=CC=CC=2)C=CC=CC=1.O[CH2:45][CH2:46][N:47]1[CH2:52][CH2:51][O:50][CH2:49][CH2:48]1.N(C(OCC)=O)=NC(OCC)=O.[N:65]([Sn](CCCC)(CCCC)CCCC)=[N+:66]=[N-:67]. The catalyst is CCOC(C)=O.C1(C)C=CC=CC=1.C1COCC1. The product is [NH:18]1[C:17]([C:14]2[CH:15]=[C:16]3[C:11](=[CH:12][CH:13]=2)[NH:10][N:9]=[C:8]3[C:4]2[CH:5]=[CH:6][CH:7]=[C:2]([O:1][CH2:45][CH2:46][N:47]3[CH2:52][CH2:51][O:50][CH2:49][CH2:48]3)[CH:3]=2)=[N:67][N:66]=[N:65]1. The yield is 0.0882. (6) The reactants are [CH3:1][C:2]1[O:6][N:5]=[C:4]([C:7]2[CH:12]=[CH:11][CH:10]=[CH:9][CH:8]=2)[C:3]=1[CH2:13]O.S(Cl)([Cl:17])=O. The catalyst is ClCCl.O. The product is [Cl:17][CH2:13][C:3]1[C:4]([C:7]2[CH:12]=[CH:11][CH:10]=[CH:9][CH:8]=2)=[N:5][O:6][C:2]=1[CH3:1]. The yield is 0.930.